This data is from Forward reaction prediction with 1.9M reactions from USPTO patents (1976-2016). The task is: Predict the product of the given reaction. (1) Given the reactants C[O:2][C:3]1[CH:8]=[CH:7][N:6]=[CH:5][CH:4]=1.CO[C:11]1[CH:12]=[C:13]([Mg]Br)[CH:14]=[CH:15][CH:16]=1.Cl[C:20]([O:22][CH2:23][C:24]1[CH:29]=[CH:28][CH:27]=[CH:26][CH:25]=1)=[O:21].Cl, predict the reaction product. The product is: [O:2]=[C:3]1[CH:8]=[CH:7][N:6]([C:20]([O:22][CH2:23][C:24]2[CH:29]=[CH:28][CH:27]=[CH:26][CH:25]=2)=[O:21])[CH:5]([C:16]2[CH:11]=[CH:12][CH:13]=[CH:14][CH:15]=2)[CH2:4]1. (2) Given the reactants [NH2:1][C:2]1[CH:3]=[C:4]2[C:9](=[CH:10][CH:11]=1)[N:8]=[CH:7][C:6]([C:12]#[N:13])=[C:5]2[NH:14][C:15]1[CH:20]=[CH:19][C:18]([F:21])=[C:17]([Cl:22])[CH:16]=1.[S:23]1[CH:27]=[CH:26][CH:25]=[C:24]1N1C=C(C=O)C=N1.[BH3-][C:36]#[N:37].[Na+], predict the reaction product. The product is: [Cl:22][C:17]1[CH:16]=[C:15]([NH:14][C:5]2[C:4]3[C:9](=[CH:10][CH:11]=[C:2]([NH:1][CH2:10][C:11]4[C:2]([C:24]5[S:23][CH:27]=[CH:26][CH:25]=5)=[N:1][NH:37][CH:36]=4)[CH:3]=3)[N:8]=[CH:7][C:6]=2[C:12]#[N:13])[CH:20]=[CH:19][C:18]=1[F:21]. (3) Given the reactants [CH3:1][O:2][C:3](=[O:35])[CH2:4][NH:5][C:6]1[CH:11]=[CH:10][C:9]([N:12]2[CH:16]=[C:15]([C:17]3[CH:22]=[CH:21][C:20]([C:23]([F:26])([F:25])[F:24])=[CH:19][CH:18]=3)[N:14]=[C:13]2[CH2:27][C:28]2[CH:33]=[CH:32][C:31](Br)=[CH:30][CH:29]=2)=[CH:8][CH:7]=1.[CH:36]1([C:42]2[CH:47]=[CH:46][C:45](B(O)O)=[CH:44][CH:43]=2)[CH2:41][CH2:40][CH2:39][CH2:38][CH2:37]1, predict the reaction product. The product is: [CH3:1][O:2][C:3](=[O:35])[CH2:4][NH:5][C:6]1[CH:11]=[CH:10][C:9]([N:12]2[CH:16]=[C:15]([C:17]3[CH:22]=[CH:21][C:20]([C:23]([F:26])([F:25])[F:24])=[CH:19][CH:18]=3)[N:14]=[C:13]2[CH2:27][C:28]2[CH:33]=[CH:32][C:31]([C:39]3[CH:38]=[CH:37][C:36]([CH:42]4[CH2:47][CH2:46][CH2:45][CH2:44][CH2:43]4)=[CH:41][CH:40]=3)=[CH:30][CH:29]=2)=[CH:8][CH:7]=1. (4) Given the reactants [Br:1][C:2]1[CH:3]=[C:4]([CH:6]=[C:7]([CH:9]([F:11])[F:10])[CH:8]=1)[NH2:5].[CH3:12][S:13](Cl)(=[O:15])=[O:14], predict the reaction product. The product is: [Br:1][C:2]1[CH:3]=[C:4]([NH:5][S:13]([CH3:12])(=[O:15])=[O:14])[CH:6]=[C:7]([CH:9]([F:10])[F:11])[CH:8]=1.